This data is from Forward reaction prediction with 1.9M reactions from USPTO patents (1976-2016). The task is: Predict the product of the given reaction. (1) Given the reactants [CH3:1][O:2][C:3](=[O:23])[CH2:4][CH2:5][CH2:6][CH2:7][CH2:8][O:9][C:10]1[CH:15]=[CH:14][C:13]([NH:16][C:17]([O:19][CH2:20][CH2:21][OH:22])=[O:18])=[CH:12][CH:11]=1.[CH3:24][O:25][C:26](=[O:42])[CH2:27][CH2:28][CH2:29][CH2:30][CH2:31][O:32][C:33]1[CH:38]=[CH:37][C:36]([N:39]=[C:40]=[O:41])=[CH:35][CH:34]=1, predict the reaction product. The product is: [CH3:1][O:2][C:3](=[O:23])[CH2:4][CH2:5][CH2:6][CH2:7][CH2:8][O:9][C:10]1[CH:11]=[CH:12][C:13]([NH:16][C:17]([O:19][CH2:20][CH2:21][O:22][C:40](=[O:41])[NH:39][C:36]2[CH:35]=[CH:34][C:33]([O:32][CH2:31][CH2:30][CH2:29][CH2:28][CH2:27][C:26]([O:25][CH3:24])=[O:42])=[CH:38][CH:37]=2)=[O:18])=[CH:14][CH:15]=1. (2) Given the reactants OC(C(F)(F)F)=O.[NH:8]1[CH2:11][CH:10]([NH:12][C:13](=[O:29])[CH2:14][NH:15][C:16]2[C:20]3[CH:21]=[C:22]([C:25]([F:28])([F:27])[F:26])[CH:23]=[CH:24][C:19]=3[O:18][N:17]=2)[CH2:9]1.[OH:30][C:31]1([C:38]2[S:42][CH:41]=[N:40][CH:39]=2)[CH2:36][CH2:35][C:34](=O)[CH2:33][CH2:32]1, predict the reaction product. The product is: [OH:30][C:31]1([C:38]2[S:42][CH:41]=[N:40][CH:39]=2)[CH2:32][CH2:33][CH:34]([N:8]2[CH2:11][CH:10]([NH:12][C:13](=[O:29])[CH2:14][NH:15][C:16]3[C:20]4[CH:21]=[C:22]([C:25]([F:27])([F:26])[F:28])[CH:23]=[CH:24][C:19]=4[O:18][N:17]=3)[CH2:9]2)[CH2:35][CH2:36]1. (3) Given the reactants [OH:1][C@H:2]1[C@@H:7]([NH:8][C:9](=[O:14])[O:10][CH2:11][CH2:12][Cl:13])[CH2:6][CH2:5][N:4]([CH2:15][C:16]2[CH:21]=[CH:20][CH:19]=[CH:18][CH:17]=2)[CH2:3]1.N1C=CN=C1.[CH3:27][C:28]([Si:31](Cl)([CH3:33])[CH3:32])([CH3:30])[CH3:29], predict the reaction product. The product is: [CH3:27][C:28]([Si:31]([CH3:33])([CH3:32])[O:1][C@H:2]1[C@@H:7]([NH:8][C:9](=[O:14])[O:10][CH2:11][CH2:12][Cl:13])[CH2:6][CH2:5][N:4]([CH2:15][C:16]2[CH:17]=[CH:18][CH:19]=[CH:20][CH:21]=2)[CH2:3]1)([CH3:30])[CH3:29]. (4) Given the reactants C(O[C@@H](C1C(C)=CC2N=C(C3C=C4C(C(C5CCN(C)CC5)=NN4C)=CC=3)SC=2C=1C1C=CC(Cl)=CC=1)C(O)=O)(C)(C)C.[C:44]([O:48][C@@H:49]([C:55]1[C:80]([CH3:81])=[CH:79][C:58]2[N:59]=[C:60]([C:62]3[CH:63]=[C:64]4[C:68](=[CH:69][CH:70]=3)[N:67]([CH3:71])[N:66]=[C:65]4[C:72]3[CH2:73][CH2:74][N:75]([CH3:78])[CH2:76][CH:77]=3)[S:61][C:57]=2[C:56]=1[C:82]1[CH:87]=[CH:86][C:85]([Cl:88])=[CH:84][CH:83]=1)[C:50]([O:52]CC)=[O:51])([CH3:47])([CH3:46])[CH3:45], predict the reaction product. The product is: [C:44]([O:48][C@@H:49]([C:55]1[C:80]([CH3:81])=[CH:79][C:58]2[N:59]=[C:60]([C:62]3[CH:63]=[C:64]4[C:68](=[CH:69][CH:70]=3)[N:67]([CH3:71])[N:66]=[C:65]4[CH:72]3[CH2:77][CH2:76][N:75]([CH3:78])[CH2:74][CH2:73]3)[S:61][C:57]=2[C:56]=1[C:82]1[CH:83]=[CH:84][C:85]([Cl:88])=[CH:86][CH:87]=1)[C:50]([OH:52])=[O:51])([CH3:47])([CH3:45])[CH3:46]. (5) Given the reactants [F:1][C:2]1[CH:3]=[C:4]([CH:10]([CH2:23][CH:24]2[CH2:29][CH2:28][O:27][CH2:26][CH2:25]2)[C:11](=O)[CH2:12][CH2:13][C:14]([C:16]2[CH:21]=[CH:20][CH:19]=[CH:18][N:17]=2)=O)[CH:5]=[CH:6][C:7]=1[S:8][CH3:9].C([O-])(=O)C.[NH4+:34].C(=O)([O-])O.[Na+], predict the reaction product. The product is: [F:1][C:2]1[CH:3]=[C:4]([CH:10]([C:11]2[NH:34][C:14]([C:16]3[CH:21]=[CH:20][CH:19]=[CH:18][N:17]=3)=[CH:13][CH:12]=2)[CH2:23][CH:24]2[CH2:29][CH2:28][O:27][CH2:26][CH2:25]2)[CH:5]=[CH:6][C:7]=1[S:8][CH3:9]. (6) Given the reactants [OH:1][C:2]1[C:3]([C:24]([NH:26][CH2:27][C:28]([O:30]CC)=[O:29])=[O:25])=[C:4]2[C:9](=[CH:10][C:11]=1[C:12]1[CH:17]=[CH:16][CH:15]=[CH:14][CH:13]=1)[N:8]=[CH:7][C:6]([C:18]1[CH:23]=[CH:22][CH:21]=[CH:20][CH:19]=1)=[N:5]2.[OH-].[Na+], predict the reaction product. The product is: [OH:1][C:2]1[C:3]([C:24]([NH:26][CH2:27][C:28]([OH:30])=[O:29])=[O:25])=[C:4]2[C:9](=[CH:10][C:11]=1[C:12]1[CH:13]=[CH:14][CH:15]=[CH:16][CH:17]=1)[N:8]=[CH:7][C:6]([C:18]1[CH:23]=[CH:22][CH:21]=[CH:20][CH:19]=1)=[N:5]2. (7) Given the reactants [Br-].C1([N+:8]2[NH:9][N:10]=[C:11]([CH2:13][CH2:14][CH2:15][CH2:16][CH2:17][CH2:18]CCCCCCCC)[CH:12]=2)C=CC=CC=1.C(NNC=O)=O, predict the reaction product. The product is: [C:13]1([C:11]2[N:10]=[N:9][NH:8][CH:12]=2)[CH:14]=[CH:15][CH:16]=[CH:17][CH:18]=1.